This data is from Catalyst prediction with 721,799 reactions and 888 catalyst types from USPTO. The task is: Predict which catalyst facilitates the given reaction. (1) The catalyst class is: 406. Reactant: [F:1][C:2]1[C:7]([O:8][CH3:9])=[CH:6][C:5]([O:10][CH3:11])=[C:4]([F:12])[C:3]=1[N:13]1[C:22](=[O:23])[C:21]2([CH2:25][CH2:24]2)[C:20]2[C:15](=[CH:16][N:17]=[C:18]([NH:26][C:27]3[CH:32]=[C:31]([N:33]4[CH2:38][CH2:37][O:36][CH2:35][CH2:34]4)[CH:30]=[CH:29][C:28]=3[N+:39]([O-])=O)[CH:19]=2)[CH2:14]1. Product: [NH2:39][C:28]1[CH:29]=[CH:30][C:31]([N:33]2[CH2:34][CH2:35][O:36][CH2:37][CH2:38]2)=[CH:32][C:27]=1[NH:26][C:18]1[CH:19]=[C:20]2[C:15](=[CH:16][N:17]=1)[CH2:14][N:13]([C:3]1[C:4]([F:12])=[C:5]([O:10][CH3:11])[CH:6]=[C:7]([O:8][CH3:9])[C:2]=1[F:1])[C:22](=[O:23])[C:21]12[CH2:25][CH2:24]1. (2) Reactant: C(=O)([O-])[O-].[K+].[K+].[I-].[K+].[Cl:9][C:10]1[C:11]([CH3:17])=[CH:12][C:13]([OH:16])=[CH:14][CH:15]=1.[CH3:18][N:19]([CH3:36])[C:20]([O:22][C:23]1[CH:24]=[C:25]2[C:30](=[CH:31][CH:32]=1)[C@@H:29]([CH2:33][CH2:34]Br)[NH:28][CH2:27][CH2:26]2)=[O:21].[F:37][C:38]([F:43])([F:42])[C:39]([NH2:41])=[O:40]. Product: [CH3:18][N:19]([CH3:36])[C:20]([O:22][C:23]1[CH:24]=[C:25]2[C:30](=[CH:31][CH:32]=1)[C@@H:29]([CH2:33][CH2:34][O:16][C:13]1[CH:14]=[CH:15][C:10]([Cl:9])=[C:11]([CH3:17])[CH:12]=1)[NH:28][CH2:27][CH2:26]2)=[O:21].[F:37][C:38]([F:43])([F:42])[C:39]([NH2:41])=[O:40]. The catalyst class is: 35. (3) Reactant: [CH3:1][O:2][C:3]1[CH:4]=[C:5]([C:13]2[CH:22]=[C:21]3[C:16]([CH:17]=[CH:18][CH:19]=[N:20]3)=[C:15](OS(C(F)(F)F)(=O)=O)[N:14]=2)[CH:6]=[C:7]([O:11][CH3:12])[C:8]=1[O:9][CH3:10].[NH2:31][CH2:32][C@@H:33]1[C@@H:37]([CH3:38])[NH:36][C:35](=[O:39])[CH2:34]1.C(N(C(C)C)CC)(C)C.FC(F)(F)C(O)=O. Product: [CH3:38][C@H:37]1[NH:36][C:35](=[O:39])[CH2:34][C@@H:33]1[CH2:32][NH:31][C:15]1[N:14]=[C:13]([C:5]2[CH:4]=[C:3]([O:2][CH3:1])[C:8]([O:9][CH3:10])=[C:7]([O:11][CH3:12])[CH:6]=2)[CH:22]=[C:21]2[C:16]=1[CH:17]=[CH:18][CH:19]=[N:20]2. The catalyst class is: 44. (4) Reactant: C(O[C@@H:5]1[O:18][C@H:17]([CH2:19][O:20][C:21](=[O:23])[CH3:22])[C@H:12]([O:13][C:14](=[O:16])[CH3:15])[C@H:7]([O:8][C:9](=[O:11])[CH3:10])[C@H:6]1[N:24]1[C:28](=[O:29])[C:27]2=[CH:30][CH:31]=[CH:32][CH:33]=[C:26]2[C:25]1=[O:34])(=O)C.[C:35]1(C)[C:40]([SH:41])=[CH:39][CH:38]=[CH:37][CH:36]=1.B(F)(F)F.[CH3:47]COCC. Product: [C:9]([O:8][C@H:7]1[C@@H:12]([O:13][C:14](=[O:16])[CH3:15])[C@@H:17]([CH2:19][O:20][C:21](=[O:23])[CH3:22])[O:18][C@@H:5]([S:41][C:40]2[CH:35]=[CH:36][C:37]([CH3:47])=[CH:38][CH:39]=2)[C@@H:6]1[N:24]1[C:25](=[O:34])[C:26]2=[CH:33][CH:32]=[CH:31][CH:30]=[C:27]2[C:28]1=[O:29])(=[O:11])[CH3:10]. The catalyst class is: 2. (5) Reactant: [OH:1][CH2:2][CH2:3][CH:4]1[CH2:9][CH2:8][CH:7]([C:10]([O:12][CH2:13][CH3:14])=[O:11])[CH2:6][CH2:5]1.C(N(CC)CC)C.[CH3:22][S:23](Cl)(=[O:25])=[O:24].C(=O)([O-])O.[Na+]. Product: [CH3:22][S:23]([O:1][CH2:2][CH2:3][CH:4]1[CH2:9][CH2:8][CH:7]([C:10]([O:12][CH2:13][CH3:14])=[O:11])[CH2:6][CH2:5]1)(=[O:25])=[O:24]. The catalyst class is: 366. (6) Reactant: [Br:1][C:2]1[CH:3]=[C:4]([C:7]([CH:9]2[CH2:11][CH2:10]2)=O)[S:5][CH:6]=1.[OH-].[K+].O.NN.Cl. Product: [Br:1][C:2]1[CH:3]=[C:4]([CH2:7][CH:9]2[CH2:11][CH2:10]2)[S:5][CH:6]=1. The catalyst class is: 746. (7) Reactant: [F:1][C:2]1[CH:7]=[C:6]([O:8][CH3:9])[CH:5]=[C:4]([F:10])[C:3]=1[C:11]1[N:15]([C:16]2[CH:21]=[C:20]([O:22][CH3:23])[CH:19]=[C:18]([O:24][CH3:25])[CH:17]=2)[CH:14]=[N:13][C:12]=1[CH3:26].[Cl:27]C(Cl)(Cl)C(Cl)(Cl)Cl.C([N-]C(C)C)(C)C.[Li+]. Product: [Cl:27][C:14]1[N:15]([C:16]2[CH:21]=[C:20]([O:22][CH3:23])[CH:19]=[C:18]([O:24][CH3:25])[CH:17]=2)[C:11]([C:3]2[C:2]([F:1])=[CH:7][C:6]([O:8][CH3:9])=[CH:5][C:4]=2[F:10])=[C:12]([CH3:26])[N:13]=1. The catalyst class is: 7.